This data is from Forward reaction prediction with 1.9M reactions from USPTO patents (1976-2016). The task is: Predict the product of the given reaction. (1) Given the reactants [OH:1][CH:2]([C:30]1[O:31][C:32]([C:35]2[CH:40]=[CH:39][CH:38]=[CH:37][CH:36]=2)=[N:33][N:34]=1)[CH:3]([NH:6][C:7](=[O:29])[CH:8]([CH2:18][S:19]([CH2:22][C:23]1[CH:28]=[CH:27][CH:26]=[CH:25][CH:24]=1)(=[O:21])=[O:20])[CH2:9][C:10]([N:12]1[CH2:17][CH2:16][O:15][CH2:14][CH2:13]1)=[O:11])[CH2:4][CH3:5].CC(OI1(OC(C)=O)(OC(C)=O)OC(=O)C2C=CC=CC1=2)=O.[O-]S([O-])(=S)=O.[Na+].[Na+].C([O-])(O)=O.[Na+], predict the reaction product. The product is: [N:12]1([C:10](=[O:11])[CH2:9][CH:8]([CH2:18][S:19]([CH2:22][C:23]2[CH:24]=[CH:25][CH:26]=[CH:27][CH:28]=2)(=[O:20])=[O:21])[C:7]([NH:6][CH:3]([C:2]([C:30]2[O:31][C:32]([C:35]3[CH:36]=[CH:37][CH:38]=[CH:39][CH:40]=3)=[N:33][N:34]=2)=[O:1])[CH2:4][CH3:5])=[O:29])[CH2:17][CH2:16][O:15][CH2:14][CH2:13]1. (2) Given the reactants [Cl:1][C:2]1[CH:7]=[CH:6][C:5]([N+:8]([O-])=O)=[CH:4][C:3]=1[I:11].CCO.[NH4+].[Cl-], predict the reaction product. The product is: [Cl:1][C:2]1[CH:7]=[CH:6][C:5]([NH2:8])=[CH:4][C:3]=1[I:11].